Task: Predict the reactants needed to synthesize the given product.. Dataset: Full USPTO retrosynthesis dataset with 1.9M reactions from patents (1976-2016) (1) Given the product [Cl:25][C:20]1[CH:19]=[C:18]([CH:7]2[CH2:6][C:5]3[CH:4]=[N:3][C:2]([NH2:1])=[CH:11][C:10]=3[C:9]3[CH:14]=[CH:15][CH:16]=[CH:17][C:8]2=3)[CH:23]=[CH:22][C:21]=1[Cl:24], predict the reactants needed to synthesize it. The reactants are: [NH2:1][C:2]1[C:11](C#N)=[C:10]2[C:5]([CH2:6][CH:7]([C:18]3[CH:23]=[CH:22][C:21]([Cl:24])=[C:20]([Cl:25])[CH:19]=3)[C:8]3[CH:17]=[CH:16][CH:15]=[CH:14][C:9]=32)=[CH:4][N:3]=1. (2) The reactants are: [CH2:1]([O:4][CH2:5][CH2:6][OH:7])[CH2:2][CH3:3].CC(C)([O-])C.[K+].F[C:15]1[CH:20]=[CH:19][CH:18]=[C:17]([F:21])[N:16]=1. Given the product [F:21][C:17]1[CH:18]=[CH:19][CH:20]=[C:15]([O:7][CH2:6][CH2:5][O:4][CH2:1][CH2:2][CH3:3])[N:16]=1, predict the reactants needed to synthesize it.